Predict the reactants needed to synthesize the given product. From a dataset of Full USPTO retrosynthesis dataset with 1.9M reactions from patents (1976-2016). Given the product [CH3:8][N:9]([CH3:11])[N:10]=[C:3]([CH3:4])[C:2]([CH3:7])([OH:1])[CH3:6], predict the reactants needed to synthesize it. The reactants are: [OH:1][C:2]([CH3:7])([CH3:6])[C:3](=O)[CH3:4].[CH3:8][N:9]([CH3:11])[NH2:10].